From a dataset of Reaction yield outcomes from USPTO patents with 853,638 reactions. Predict the reaction yield, written as a fraction of the theoretical maximum amount of product (1.0 means a 100% yield; for example, 0.34 means a 34% yield). (1) The reactants are [CH:1]([C:3]12[CH2:10][C:7]([NH:11][C:12]([C:14]3[CH:19]=[N:18][CH:17]=[CH:16][N:15]=3)=[O:13])([CH2:8][CH2:9]1)[CH2:6][CH2:5][CH2:4]2)=O.[C:20]([O-])([O-])=O.[K+].[K+].[N+](=C(P(=O)(OC)OC)C(=O)C)=[N-]. The catalyst is CO. The product is [C:1]([C:3]12[CH2:10][C:7]([NH:11][C:12]([C:14]3[CH:19]=[N:18][CH:17]=[CH:16][N:15]=3)=[O:13])([CH2:8][CH2:9]1)[CH2:6][CH2:5][CH2:4]2)#[CH:20]. The yield is 0.610. (2) The reactants are [CH:1]1([CH2:4][O:5][NH:6][C:7]([C:9]2[C:20]([NH:21][C:22]3[CH:27]=[CH:26][C:25]([Cl:28])=[CH:24][C:23]=3[CH3:29])=[C:19]([F:30])[C:12]3[N:13]=[CH:14][N:15]([CH2:16][CH:17]=[O:18])[C:11]=3[CH:10]=2)=[O:8])[CH2:3][CH2:2]1.C(=O)([O-])[O-].[K+].[K+].[N+:37]([CH2:39]S(C1C=CC(C)=CC=1)(=O)=O)#[C-:38]. The catalyst is CO. The product is [CH:1]1([CH2:4][O:5][NH:6][C:7]([C:9]2[C:20]([NH:21][C:22]3[CH:27]=[CH:26][C:25]([Cl:28])=[CH:24][C:23]=3[CH3:29])=[C:19]([F:30])[C:12]3[N:13]=[CH:14][N:15]([CH2:16][C:17]4[O:18][CH:39]=[N:37][CH:38]=4)[C:11]=3[CH:10]=2)=[O:8])[CH2:2][CH2:3]1. The yield is 0.500.